Dataset: Catalyst prediction with 721,799 reactions and 888 catalyst types from USPTO. Task: Predict which catalyst facilitates the given reaction. (1) The catalyst class is: 36. Reactant: [CH2:1]([O:5][CH2:6][CH2:7][O:8][C:9]1[CH:14]=[CH:13][C:12]([C:15]2[CH:16]=[C:17](/[CH:26]=[CH:27]/[C:28]([O:30]CC)=[O:29])[C:18]([N:21]3[CH2:25][CH2:24][CH2:23][CH2:22]3)=[N:19][CH:20]=2)=[CH:11][CH:10]=1)[CH2:2][CH2:3][CH3:4].[OH-].[Na+].O.Cl. Product: [CH2:1]([O:5][CH2:6][CH2:7][O:8][C:9]1[CH:10]=[CH:11][C:12]([C:15]2[CH:16]=[C:17](/[CH:26]=[CH:27]/[C:28]([OH:30])=[O:29])[C:18]([N:21]3[CH2:25][CH2:24][CH2:23][CH2:22]3)=[N:19][CH:20]=2)=[CH:13][CH:14]=1)[CH2:2][CH2:3][CH3:4]. (2) Reactant: [CH3:1][O:2][C:3]1[CH:4]=[C:5]([CH:8]=[C:9]([O:11][CH3:12])[CH:10]=1)[CH2:6][OH:7].C([Li])CCC.C([O:20][B:21]([O:25]CC)[O:22]CC)C.[Cl-].[NH4+]. Product: [OH:7][CH2:6][C:5]1[CH:8]=[C:9]([O:11][CH3:12])[C:10]([O:20][B:21]([OH:25])[OH:22])=[C:3]([O:2][CH3:1])[CH:4]=1. The catalyst class is: 7. (3) Reactant: [CH:1]1([CH2:4][O:5][C:6]2[CH:11]=[C:10]([O:12][CH3:13])[C:9]([F:14])=[CH:8][C:7]=2[C:15]2[C:16]3[NH:23][CH:22]=[C:21]([C:24](O)=[O:25])[C:17]=3[N:18]=[CH:19][N:20]=2)[CH2:3][CH2:2]1.CCN(C(C)C)C(C)C.[NH2:36][C@H:37]([CH2:65][C:66]1[CH:71]=[CH:70][CH:69]=[CH:68][CH:67]=1)[C:38]([N:40]1[CH2:45][CH2:44][CH:43]([N:46]2[C:51](=[O:52])[C:50]([CH3:54])([CH3:53])[CH2:49][C:48]([C:55]3[CH:60]=[CH:59][C:58]([O:61][CH3:62])=[C:57]([O:63][CH3:64])[CH:56]=3)=[N:47]2)[CH2:42][CH2:41]1)=[O:39].CCOC(C(C#N)=NOC(N1CCOCC1)=[N+](C)C)=O.F[P-](F)(F)(F)(F)F.C(=O)(O)[O-].[Na+]. Product: [CH:1]1([CH2:4][O:5][C:6]2[CH:11]=[C:10]([O:12][CH3:13])[C:9]([F:14])=[CH:8][C:7]=2[C:15]2[C:16]3[NH:23][CH:22]=[C:21]([C:24]([NH:36][C@H:37]([CH2:65][C:66]4[CH:71]=[CH:70][CH:69]=[CH:68][CH:67]=4)[C:38]([N:40]4[CH2:41][CH2:42][CH:43]([N:46]5[C:51](=[O:52])[C:50]([CH3:54])([CH3:53])[CH2:49][C:48]([C:55]6[CH:60]=[CH:59][C:58]([O:61][CH3:62])=[C:57]([O:63][CH3:64])[CH:56]=6)=[N:47]5)[CH2:44][CH2:45]4)=[O:39])=[O:25])[C:17]=3[N:18]=[CH:19][N:20]=2)[CH2:2][CH2:3]1. The catalyst class is: 2. (4) Reactant: Cl.[NH2:2]O.C(O[CH:7]1[CH:16](C)[CH2:15][C:14]2[CH2:13][CH2:12][C:11]3[CH:18]=[CH:19][CH:20]=[CH:21][C:10]=3[C:9]=2O1)C. Product: [N:2]1[C:9]2[C:10]3[CH:21]=[CH:20][CH:19]=[CH:18][C:11]=3[CH2:12][CH2:13][C:14]=2[CH:15]=[CH:16][CH:7]=1. The catalyst class is: 10. (5) Reactant: [CH2:1]([N:8]1[C:16]2[C:11](=[CH:12][C:13]([Br:17])=[CH:14][CH:15]=2)[C:10]([C:18]([OH:20])=O)=[N:9]1)[C:2]1[CH:7]=[CH:6][CH:5]=[CH:4][CH:3]=1.Cl.[NH2:22][C@H:23]([C:28]([NH2:30])=[O:29])[C:24]([CH3:27])([CH3:26])[CH3:25].C(N(C(C)C)CC)(C)C.CN(C(ON1N=NC2C=CC=NC1=2)=[N+](C)C)C.F[P-](F)(F)(F)(F)F. Product: [NH2:30][C:28]([C@@H:23]([NH:22][C:18]([C:10]1[C:11]2[C:16](=[CH:15][CH:14]=[C:13]([Br:17])[CH:12]=2)[N:8]([CH2:1][C:2]2[CH:3]=[CH:4][CH:5]=[CH:6][CH:7]=2)[N:9]=1)=[O:20])[C:24]([CH3:27])([CH3:26])[CH3:25])=[O:29]. The catalyst class is: 1. (6) The catalyst class is: 10. Product: [C:7]([O:6][C:5]([NH:4][CH2:3][C:2]([NH:1][CH2:15][C:16]([O:18][CH3:19])=[O:17])([CH3:13])[CH3:12])=[O:11])([CH3:8])([CH3:10])[CH3:9]. Reactant: [NH2:1][C:2]([CH3:13])([CH3:12])[CH2:3][NH:4][C:5](=[O:11])[O:6][C:7]([CH3:10])([CH3:9])[CH3:8].Cl[CH2:15][C:16]([O:18][CH3:19])=[O:17].C(=O)([O-])[O-].[K+].[K+].